This data is from Forward reaction prediction with 1.9M reactions from USPTO patents (1976-2016). The task is: Predict the product of the given reaction. (1) The product is: [F:3][C:4]1[CH:9]=[CH:8][C:7]([S:18]([CH2:12][C:13](=[O:15])[CH3:14])(=[O:20])=[O:17])=[CH:6][CH:5]=1. Given the reactants [OH-].[Na+].[F:3][C:4]1[CH:9]=[CH:8][C:7](S)=[CH:6][CH:5]=1.Cl[CH2:12][C:13](=[O:15])[CH3:14].O[O:17][S:18]([O-:20])=O.[K+], predict the reaction product. (2) Given the reactants [Br:1][C:2]1[CH:3]=[CH:4][C:5]([CH3:17])=[C:6]([CH2:8]NC(=O)OC(C)(C)C)[CH:7]=1.Cl.CC[N:21](CC)CC.[CH2:26]([N:28]1[C:32]2=[N:33][C:34]([CH2:57][CH3:58])=[C:35]([CH2:44][NH:45][C:46]([C:48]3[CH:49]=[C:50]([CH:54]=[CH:55][CH:56]=3)[C:51](O)=[O:52])=[O:47])[C:36]([NH:37][CH:38]3[CH2:43][CH2:42][O:41][CH2:40][CH2:39]3)=[C:31]2[CH:30]=[N:29]1)[CH3:27].CN(C(ON1N=NC2C=CC=CC1=2)=[N+](C)C)C.F[P-](F)(F)(F)(F)F, predict the reaction product. The product is: [Br:1][C:2]1[CH:3]=[CH:4][C:5]([CH3:17])=[C:6]([CH2:8][N:45]([CH2:44][C:35]2[C:36]([NH:37][CH:38]3[CH2:43][CH2:42][O:41][CH2:40][CH2:39]3)=[C:31]3[CH:30]=[N:29][N:28]([CH2:26][CH3:27])[C:32]3=[N:33][C:34]=2[CH2:57][CH3:58])[C:46]([C:48]2[CH:56]=[CH:55][CH:54]=[C:50]([C:51]([NH2:21])=[O:52])[CH:49]=2)=[O:47])[CH:7]=1.